Dataset: KCNQ2 potassium channel screen with 302,405 compounds. Task: Binary Classification. Given a drug SMILES string, predict its activity (active/inactive) in a high-throughput screening assay against a specified biological target. (1) The drug is O=C(Nc1ccc(cc1)C)Nc1cccnc1. The result is 0 (inactive). (2) The compound is ClC(Cl)(Cl)C(NC(=S)N1CCOCC1)NC(=O)CCCCC. The result is 0 (inactive). (3) The compound is s1c(C(=O)Nc2c(OC)cc(NC(=O)COc3c([N+]([O-])=O)cccc3)cc2)ccc1. The result is 0 (inactive). (4) The compound is s1c(NC(=O)C(CC2CC(OC2=O)C)C)nnc1. The result is 0 (inactive). (5) The drug is Fc1c(Nc2cc(OC)ccc2)c(c(F)c(F)c1F)C(O)=O. The result is 0 (inactive). (6) The molecule is S1(=O)(=O)c2c(C(Oc3ccc(C(C)(C)C)cc3)=C1)cccc2. The result is 0 (inactive). (7) The drug is Clc1c(OC(C(=O)Nc2cccnc2)C)ccc(Cl)c1. The result is 0 (inactive).